From a dataset of Catalyst prediction with 721,799 reactions and 888 catalyst types from USPTO. Predict which catalyst facilitates the given reaction. (1) Reactant: [CH3:1][C:2]1[C:3]([CH2:9][NH:10][CH2:11][C:12]2[C:17]([CH:18]([CH3:20])[CH3:19])=[CH:16][CH:15]=[CH:14][N:13]=2)=[N:4][CH:5]=[C:6]([CH3:8])[CH:7]=1.[OH:21][N:22]1[CH2:26][CH2:25][N:24]([CH2:27][CH2:28][CH2:29][CH:30]=O)[C:23]1=[O:32].[BH-](OC(C)=O)(OC(C)=O)OC(C)=O.[Na+]. Product: [CH3:1][C:2]1[C:3]([CH2:9][N:10]([CH2:11][C:12]2[C:17]([CH:18]([CH3:20])[CH3:19])=[CH:16][CH:15]=[CH:14][N:13]=2)[CH2:30][CH2:29][CH2:28][CH2:27][N:24]2[CH2:25][CH2:26][N:22]([OH:21])[C:23]2=[O:32])=[N:4][CH:5]=[C:6]([CH3:8])[CH:7]=1. The catalyst class is: 2. (2) Reactant: [I:1][C:2]1[C:19]([OH:20])=[N:18][C:5]2[CH2:6][CH2:7][N:8](C(=O)C(F)(F)F)[CH2:9][CH:10]([CH3:11])[C:4]=2[CH:3]=1.C([O-])([O-])=O.[K+].[K+]. Product: [I:1][C:2]1[C:19]([OH:20])=[N:18][C:5]2[CH2:6][CH2:7][NH:8][CH2:9][CH:10]([CH3:11])[C:4]=2[CH:3]=1. The catalyst class is: 5. (3) Reactant: C(OC([N:8]1[CH2:13][C@H:12]([O:14][CH2:15][C:16]2[CH:25]=[C:24]([O:26][CH3:27])[C:23]3[C:18](=[CH:19][CH:20]=[CH:21][CH:22]=3)[CH:17]=2)[C@@H:11]([C:28]2[CH:33]=[CH:32][C:31]([O:34][CH2:35][CH2:36][CH2:37][O:38][CH2:39][C:40]3[CH:45]=[CH:44][CH:43]=[CH:42][C:41]=3[O:46][CH3:47])=[CH:30][CH:29]=2)[C@H:10]([O:48][CH2:49][C@@H:50]([OH:54])[CH2:51][O:52][CH3:53])[CH2:9]1)=O)(C)(C)C.Cl. Product: [CH3:53][O:52][CH2:51][C@H:50]([OH:54])[CH2:49][O:48][C@H:10]1[C@H:11]([C:28]2[CH:33]=[CH:32][C:31]([O:34][CH2:35][CH2:36][CH2:37][O:38][CH2:39][C:40]3[CH:45]=[CH:44][CH:43]=[CH:42][C:41]=3[O:46][CH3:47])=[CH:30][CH:29]=2)[C@@H:12]([O:14][CH2:15][C:16]2[CH:25]=[C:24]([O:26][CH3:27])[C:23]3[C:18](=[CH:19][CH:20]=[CH:21][CH:22]=3)[CH:17]=2)[CH2:13][NH:8][CH2:9]1. The catalyst class is: 5.